Dataset: Blood-brain barrier penetration binary classification data from Martins et al.. Task: Regression/Classification. Given a drug SMILES string, predict its absorption, distribution, metabolism, or excretion properties. Task type varies by dataset: regression for continuous measurements (e.g., permeability, clearance, half-life) or binary classification for categorical outcomes (e.g., BBB penetration, CYP inhibition). Dataset: bbb_martins. (1) The compound is FCC(F)(F)F. The result is 1 (penetrates BBB). (2) The drug is C[C@]12COC(=O)C[C@@H]1CC[C@@H]1[C@@H]2CC[C@@]2(C)[C@H]1CC[C@]2(C)O. The result is 0 (does not penetrate BBB). (3) The drug is CCC(C)(S(=O)(=O)CC)S(=O)(=O)CC. The result is 1 (penetrates BBB). (4) The compound is C=C[C@H]1CN2CC[C@H]1C[C@@H]2[C@@H](O)c1ccnc2ccc(OC)cc12. The result is 1 (penetrates BBB). (5) The molecule is CC12C=CC(=O)C=C1CCC1C3CCC(O)(C(=O)CO)C3(C)CC(O)C12F. The result is 1 (penetrates BBB).